From a dataset of Full USPTO retrosynthesis dataset with 1.9M reactions from patents (1976-2016). Predict the reactants needed to synthesize the given product. (1) Given the product [O:5]1[CH2:6][CH2:7][O:8][CH:4]1[CH2:3][CH2:2][O:28][C:25]1[CH:24]=[CH:23][C:22]([F:21])=[N:27][CH:26]=1, predict the reactants needed to synthesize it. The reactants are: Br[CH2:2][CH2:3][CH:4]1[O:8][CH2:7][CH2:6][O:5]1.C(=O)([O-])[O-].[Cs+].[Cs+].CN(C)C(=O)C.[F:21][C:22]1[N:27]=[CH:26][C:25]([OH:28])=[CH:24][CH:23]=1. (2) Given the product [CH:12]1([CH2:15][CH2:16][N:6]2[CH:7]=[CH:8][C:3]([O:2][CH3:1])=[C:4]([C:10]#[N:11])[C:5]2=[O:9])[CH2:14][CH2:13]1, predict the reactants needed to synthesize it. The reactants are: [CH3:1][O:2][C:3]1[CH:8]=[CH:7][NH:6][C:5](=[O:9])[C:4]=1[C:10]#[N:11].[CH:12]1([CH2:15][CH2:16]OS(C)(=O)=O)[CH2:14][CH2:13]1.C(=O)([O-])[O-].[K+].[K+]. (3) Given the product [C:21]([NH:8][C:9]1[CH:14]=[C:5]([O:4][C:1](=[O:3])[CH3:2])[CH:6]=[CH:11][CH:10]=1)(=[O:16])[CH3:22], predict the reactants needed to synthesize it. The reactants are: [C:1]([O:4][C:5](=O)[CH3:6])(=[O:3])[CH3:2].[NH2:8][C:9]1[CH:10]=[C:11](O)C=C[CH:14]=1.[OH2:16].N1[CH:22]=[CH:21]C=CC=1.